From a dataset of Forward reaction prediction with 1.9M reactions from USPTO patents (1976-2016). Predict the product of the given reaction. (1) The product is: [O:1]1[C:5]2[CH:6]=[CH:7][CH:8]=[CH:9][C:4]=2[N:3]=[C:2]1[CH:10]=[O:18]. Given the reactants [O:1]1[C:5]2[CH:6]=[CH:7][CH:8]=[CH:9][C:4]=2[N:3]=[C:2]1[CH:10]=CN(C)C.C1C[O:18]CC1.I([O-])(=O)(=O)=O.[Na+], predict the reaction product. (2) Given the reactants C([N:8](CC1C=CC=CC=1)[C:9]1[C:18]2[N:19]=[CH:20][N:21]([CH2:22][CH2:23][CH2:24][CH2:25][S:26]([C:29]3[CH:34]=[CH:33][CH:32]=[CH:31][CH:30]=3)(=[O:28])=[O:27])[C:17]=2[C:16]2[CH:15]=[CH:14][CH:13]=[CH:12][C:11]=2[N:10]=1)C1C=CC=CC=1.OS(C(F)(F)F)(=O)=O, predict the reaction product. The product is: [C:29]1([S:26]([CH2:25][CH2:24][CH2:23][CH2:22][N:21]2[C:17]3[C:16]4[CH:15]=[CH:14][CH:13]=[CH:12][C:11]=4[N:10]=[C:9]([NH2:8])[C:18]=3[N:19]=[CH:20]2)(=[O:28])=[O:27])[CH:34]=[CH:33][CH:32]=[CH:31][CH:30]=1.